From a dataset of Forward reaction prediction with 1.9M reactions from USPTO patents (1976-2016). Predict the product of the given reaction. (1) Given the reactants [CH3:1][C:2]1[C:11]2[N:10]=[CH:9][CH:8]=[CH:7][C:6]=2[C:5]([C:12]([OH:14])=[O:13])=[CH:4][CH:3]=1.Cl.[CH3:16]O, predict the reaction product. The product is: [CH3:1][C:2]1[C:11]2[N:10]=[CH:9][CH:8]=[CH:7][C:6]=2[C:5]([C:12]([O:14][CH3:16])=[O:13])=[CH:4][CH:3]=1. (2) Given the reactants [CH2:1](Br)[CH:2]=[CH:3][C:4]1[CH:9]=[CH:8][CH:7]=[CH:6][CH:5]=1.[In].[OH:12][C:13]1[C:14](=[O:24])[C:15]2[C:20]([C:21](=[O:23])[CH:22]=1)=[CH:19][CH:18]=[CH:17][CH:16]=2, predict the reaction product. The product is: [OH:24][C:14]1([CH2:1]/[CH:2]=[CH:3]/[C:4]2[CH:9]=[CH:8][CH:7]=[CH:6][CH:5]=2)[C:15]2[C:20](=[CH:19][CH:18]=[CH:17][CH:16]=2)[C:21]([OH:23])=[CH:22][C:13]1=[O:12]. (3) The product is: [NH2:1][C:2]1[S:3][CH:4]=[C:5](/[C:7](=[N:43]/[OH:44])/[C:8]([NH:10][C@@H:11]2[C:41](=[O:42])[N:13]3[C:14]([C:25]([O:27][CH:28]([C:29]4[CH:34]=[CH:33][CH:32]=[CH:31][CH:30]=4)[C:35]4[CH:40]=[CH:39][CH:38]=[CH:37][CH:36]=4)=[O:26])=[C:15]([S:18][CH2:19][C:20]4[CH:21]=[N:22][NH:23][CH:24]=4)[CH2:16][S:17][C@H:12]23)=[O:9])[N:6]=1. Given the reactants [NH2:1][C:2]1[S:3][CH:4]=[C:5](/[C:7](=[N:43]/[O:44]C(=O)C)/[C:8]([NH:10][C@@H:11]2[C:41](=[O:42])[N:13]3[C:14]([C:25]([O:27][CH:28]([C:35]4[CH:40]=[CH:39][CH:38]=[CH:37][CH:36]=4)[C:29]4[CH:34]=[CH:33][CH:32]=[CH:31][CH:30]=4)=[O:26])=[C:15]([S:18][CH2:19][C:20]4[CH:21]=[N:22][NH:23][CH:24]=4)[CH2:16][S:17][C@H:12]23)=[O:9])[N:6]=1.Cl.[OH-].[Na+].[OH-].[K+], predict the reaction product. (4) Given the reactants [F:1][C:2]1[CH:14]=[CH:13][C:5]([C:6](=[O:12])[NH:7][CH2:8][C:9]([OH:11])=O)=[CH:4][CH:3]=1.[F:15][C:16]([F:37])([F:36])[O:17][C:18]1[CH:23]=[CH:22][C:21]([CH:24]([NH2:35])[C:25]2[CH:30]=[CH:29][CH:28]=[C:27]([C:31]([F:34])([F:33])[F:32])[CH:26]=2)=[CH:20][CH:19]=1, predict the reaction product. The product is: [F:1][C:2]1[CH:3]=[CH:4][C:5]([C:6]([NH:7][CH2:8][C:9](=[O:11])[NH:35][CH:24]([C:21]2[CH:22]=[CH:23][C:18]([O:17][C:16]([F:15])([F:36])[F:37])=[CH:19][CH:20]=2)[C:25]2[CH:30]=[CH:29][CH:28]=[C:27]([C:31]([F:33])([F:34])[F:32])[CH:26]=2)=[O:12])=[CH:13][CH:14]=1. (5) Given the reactants [F:1][C:2]([F:26])([F:25])[CH2:3][NH:4][C:5]([C:7]1([CH2:20][CH2:21][CH2:22][CH2:23]Br)[C:19]2[CH:18]=[CH:17][CH:16]=[CH:15][C:14]=2[C:13]2[C:8]1=[CH:9][CH:10]=[CH:11][CH:12]=2)=[O:6].[CH3:27][C@H:28]1[CH2:33][NH:32][C@H:31]([CH3:34])[CH2:30][N:29]1[C:35]1[CH:44]=[CH:43][C:42]2[C:37](=[CH:38][CH:39]=[CH:40][CH:41]=2)[N:36]=1, predict the reaction product. The product is: [F:1][C:2]([F:26])([F:25])[CH2:3][NH:4][C:5]([C:7]1([CH2:20][CH2:21][CH2:22][CH2:23][N:32]2[CH2:33][C@@H:28]([CH3:27])[N:29]([C:35]3[CH:44]=[CH:43][C:42]4[C:37](=[CH:38][CH:39]=[CH:40][CH:41]=4)[N:36]=3)[CH2:30][C@@H:31]2[CH3:34])[C:19]2[CH:18]=[CH:17][CH:16]=[CH:15][C:14]=2[C:13]2[C:8]1=[CH:9][CH:10]=[CH:11][CH:12]=2)=[O:6]. (6) Given the reactants [CH3:1][O:2][C:3]1[CH:4]=[C:5]2[C:9](=[CH:10][CH:11]=1)[NH:8][CH:7]=[CH:6]2.ClC1C=C(C2ON=C(C3C=C4C(=CC=3)NC=C4)N=2)C=CC=1OC, predict the reaction product. The product is: [CH3:1][O:2][C:3]1[CH:4]=[C:5]2[C:9](=[CH:10][CH:11]=1)[NH:8][CH2:7][CH2:6]2.